Task: Regression. Given a peptide amino acid sequence and an MHC pseudo amino acid sequence, predict their binding affinity value. This is MHC class I binding data.. Dataset: Peptide-MHC class I binding affinity with 185,985 pairs from IEDB/IMGT (1) The peptide sequence is RASLIEVKTC. The MHC is HLA-B58:01 with pseudo-sequence HLA-B58:01. The binding affinity (normalized) is 0.278. (2) The peptide sequence is TVYYGVPVWK. The MHC is HLA-B45:01 with pseudo-sequence HLA-B45:01. The binding affinity (normalized) is 0.0346. (3) The peptide sequence is LFHGGEPIK. The MHC is HLA-A33:01 with pseudo-sequence HLA-A33:01. The binding affinity (normalized) is 0. (4) The peptide sequence is YCSTNHLSK. The MHC is HLA-A33:01 with pseudo-sequence HLA-A33:01. The binding affinity (normalized) is 0. (5) The peptide sequence is IVIIVLIVI. The MHC is H-2-Kb with pseudo-sequence H-2-Kb. The binding affinity (normalized) is 0.104. (6) The peptide sequence is YSVENVGLL. The MHC is H-2-Db with pseudo-sequence H-2-Db. The binding affinity (normalized) is 0.939.